Dataset: Forward reaction prediction with 1.9M reactions from USPTO patents (1976-2016). Task: Predict the product of the given reaction. (1) The product is: [NH2:1][C:2]1[CH:6]=[C:5]([Cl:7])[N:4]([C:8]2[CH:13]=[CH:12][C:11]([C:21]3[CH:25]=[CH:24][S:23][CH:22]=3)=[CH:10][CH:9]=2)[C:3]=1[C:15]([O:17][CH2:18][CH3:19])=[O:16]. Given the reactants [NH2:1][C:2]1[CH:6]=[C:5]([Cl:7])[N:4]([C:8]2[CH:13]=[CH:12][C:11](Br)=[CH:10][CH:9]=2)[C:3]=1[C:15]([O:17][CH2:18][CH3:19])=[O:16].[B-](F)(F)(F)[C:21]1[CH:25]=[CH:24][S:23][CH:22]=1.[K+].C(=O)([O-])[O-].[Cs+].[Cs+], predict the reaction product. (2) The product is: [F:1][C:2]1[CH:3]=[C:4]([NH:5][C:16]([NH2:18])=[S:17])[CH:6]=[C:7]([F:15])[C:8]=1[N:9]1[CH:13]=[N:12][C:11]([CH3:14])=[N:10]1. Given the reactants [F:1][C:2]1[CH:3]=[C:4]([CH:6]=[C:7]([F:15])[C:8]=1[N:9]1[CH:13]=[N:12][C:11]([CH3:14])=[N:10]1)[NH2:5].[C:16](N1C=CC=CC1=O)([N:18]1C=CC=CC1=O)=[S:17].N, predict the reaction product. (3) Given the reactants [C:1]([NH:4][C:5]1[CH:14]=[C:13]([CH3:15])[C:12]2[C:7](=[CH:8][C:9](Br)=[CH:10][CH:11]=2)[N:6]=1)(=[O:3])[CH3:2].C1C=CC(P(C2C=CC=CC=2)CCCCP(C2C=CC=CC=2)C2C=CC=CC=2)=CC=1.[CH:47](N1C(=O)C2C(=CC=CC=2)S1(=O)=O)=[O:48].C([O-])([O-])=O.[Na+].[Na+], predict the reaction product. The product is: [C:1]([NH:4][C:5]1[CH:14]=[C:13]([CH3:15])[C:12]2[C:7](=[CH:8][C:9]([CH:47]=[O:48])=[CH:10][CH:11]=2)[N:6]=1)(=[O:3])[CH3:2]. (4) Given the reactants Cl[C:2]1[CH:7]=[C:6]([Cl:8])[N:5]=[C:4]([CH3:9])[N:3]=1.[C:10]([O:14][C:15]([N:17]1[CH2:22][CH2:21][NH:20][CH2:19][CH2:18]1)=[O:16])([CH3:13])([CH3:12])[CH3:11], predict the reaction product. The product is: [C:10]([O:14][C:15]([N:17]1[CH2:22][CH2:21][N:20]([C:2]2[CH:7]=[C:6]([Cl:8])[N:5]=[C:4]([CH3:9])[N:3]=2)[CH2:19][CH2:18]1)=[O:16])([CH3:13])([CH3:11])[CH3:12]. (5) Given the reactants [NH:1]1[C:9]2[C:4](=[CH:5][CH:6]=[CH:7][CH:8]=2)[C:3]([CH2:10][CH2:11][NH2:12])=[CH:2]1.Cl[C:14]1[CH:19]=[C:18]([C:20]2[CH:25]=[CH:24][CH:23]=[C:22]([CH3:26])[C:21]=2[CH3:27])[N:17]=[C:16]([NH2:28])[N:15]=1, predict the reaction product. The product is: [CH3:27][C:21]1[C:22]([CH3:26])=[CH:23][CH:24]=[CH:25][C:20]=1[C:18]1[N:17]=[C:16]([NH2:28])[N:15]=[C:14]([NH:12][CH2:11][CH2:10][C:3]2[C:4]3[C:9](=[CH:8][CH:7]=[CH:6][CH:5]=3)[NH:1][CH:2]=2)[CH:19]=1. (6) Given the reactants [C:1]1([S:7]([N:10]2[CH2:14][CH:13]([C:15]3[CH:20]=[CH:19][CH:18]=[C:17](Br)[CH:16]=3)[N:12]([CH:22]([CH3:24])[CH3:23])[C:11]2=[O:25])(=[O:9])=[O:8])[CH:6]=[CH:5][CH:4]=[CH:3][CH:2]=1.[N+:26]([C:29]1[CH:30]=[C:31](B(O)O)[CH:32]=[CH:33][CH:34]=1)([O-:28])=[O:27].C(=O)([O-])[O-].[Na+].[Na+], predict the reaction product. The product is: [C:1]1([S:7]([N:10]2[CH2:14][CH:13]([C:15]3[CH:16]=[C:17]([C:33]4[CH:32]=[CH:31][CH:30]=[C:29]([N+:26]([O-:28])=[O:27])[CH:34]=4)[CH:18]=[CH:19][CH:20]=3)[N:12]([CH:22]([CH3:24])[CH3:23])[C:11]2=[O:25])(=[O:9])=[O:8])[CH:6]=[CH:5][CH:4]=[CH:3][CH:2]=1.